Task: Predict the reaction yield, written as a fraction of the theoretical maximum amount of product (1.0 means a 100% yield; for example, 0.34 means a 34% yield).. Dataset: Reaction yield outcomes from USPTO patents with 853,638 reactions (1) The reactants are C(O[C:5](=[O:7])[CH3:6])(=O)C.[CH3:8][C:9]1[CH:10]=[C:11]([CH:13]=[C:14]([CH3:16])[CH:15]=1)[NH2:12].NC1C=CC=CC=1.[OH-].[Na+]. The catalyst is C1COCC1. The product is [CH3:8][C:9]1[CH:10]=[C:11]([NH:12][C:5](=[O:7])[CH3:6])[CH:13]=[C:14]([CH3:16])[CH:15]=1. The yield is 0.990. (2) The reactants are [CH3:1][O:2][C:3]([N:5]([C:16]1[CH:21]=[CH:20][CH:19]=[CH:18][CH:17]=1)[C:6]1[CH:11]=[CH:10][CH:9]=[CH:8][C:7]=1[CH2:12][C:13]([OH:15])=O)=[O:4].O. The catalyst is C1(C)C=CC=CC=1. The product is [CH3:1][O:2][C:3]([N:5]1[C:16]2[CH:17]=[CH:18][CH:19]=[CH:20][C:21]=2[C:13](=[O:15])[CH2:12][C:7]2[CH:8]=[CH:9][CH:10]=[CH:11][C:6]1=2)=[O:4]. The yield is 0.800. (3) The catalyst is O1CCOCC1. The reactants are [CH3:1][O:2][C:3]([CH:5]1[CH2:14][C:13]2[C:8](=[CH:9][C:10]([N+:15]([O-:17])=[O:16])=[CH:11][CH:12]=2)[CH2:7][NH:6]1)=[O:4].C(C1C(=O)C(Cl)=C(Cl)C(=O)C=1C#N)#N. The yield is 0.710. The product is [CH3:1][O:2][C:3]([C:5]1[N:6]=[CH:7][C:8]2[C:13]([CH:14]=1)=[CH:12][CH:11]=[C:10]([N+:15]([O-:17])=[O:16])[CH:9]=2)=[O:4].